The task is: Regression. Given two drug SMILES strings and cell line genomic features, predict the synergy score measuring deviation from expected non-interaction effect.. This data is from NCI-60 drug combinations with 297,098 pairs across 59 cell lines. (1) Drug 1: CCCS(=O)(=O)NC1=C(C(=C(C=C1)F)C(=O)C2=CNC3=C2C=C(C=N3)C4=CC=C(C=C4)Cl)F. Drug 2: CC1CCCC2(C(O2)CC(NC(=O)CC(C(C(=O)C(C1O)C)(C)C)O)C(=CC3=CSC(=N3)C)C)C. Cell line: RXF 393. Synergy scores: CSS=8.80, Synergy_ZIP=-0.0936, Synergy_Bliss=-0.542, Synergy_Loewe=-0.909, Synergy_HSA=0.0950. (2) Drug 1: CC(CN1CC(=O)NC(=O)C1)N2CC(=O)NC(=O)C2. Drug 2: B(C(CC(C)C)NC(=O)C(CC1=CC=CC=C1)NC(=O)C2=NC=CN=C2)(O)O. Cell line: HOP-62. Synergy scores: CSS=10.6, Synergy_ZIP=2.23, Synergy_Bliss=6.99, Synergy_Loewe=4.83, Synergy_HSA=4.81. (3) Drug 1: CCC1=C2CN3C(=CC4=C(C3=O)COC(=O)C4(CC)O)C2=NC5=C1C=C(C=C5)O. Drug 2: CCN(CC)CCNC(=O)C1=C(NC(=C1C)C=C2C3=C(C=CC(=C3)F)NC2=O)C. Cell line: K-562. Synergy scores: CSS=14.8, Synergy_ZIP=-2.38, Synergy_Bliss=-3.57, Synergy_Loewe=-26.8, Synergy_HSA=-3.25. (4) Drug 1: C(CCl)NC(=O)N(CCCl)N=O. Drug 2: C(CN)CNCCSP(=O)(O)O. Cell line: NCI-H460. Synergy scores: CSS=0.688, Synergy_ZIP=-1.54, Synergy_Bliss=2.16, Synergy_Loewe=-1.31, Synergy_HSA=-1.31.